Dataset: Catalyst prediction with 721,799 reactions and 888 catalyst types from USPTO. Task: Predict which catalyst facilitates the given reaction. (1) Reactant: C(OC(=O)[NH:7][CH2:8][C:9]([N:11]1[CH2:16][CH2:15][N:14]([CH2:17][C:18]2[CH:23]=[CH:22][C:21]([NH:24][C:25]3[N:30]=[CH:29][C:28]4=[CH:31][CH:32]=[C:33]([C:34]5[CH:39]=[CH:38][CH:37]=[CH:36][C:35]=5[N:40]([S:42]([CH3:45])(=[O:44])=[O:43])[CH3:41])[N:27]4[N:26]=3)=[C:20]([O:46][CH3:47])[CH:19]=2)[CH2:13][CH2:12]1)=[O:10])(C)(C)C.FC(F)(F)C(O)=O. Product: [NH2:7][CH2:8][C:9]([N:11]1[CH2:16][CH2:15][N:14]([CH2:17][C:18]2[CH:23]=[CH:22][C:21]([NH:24][C:25]3[N:30]=[CH:29][C:28]4=[CH:31][CH:32]=[C:33]([C:34]5[CH:39]=[CH:38][CH:37]=[CH:36][C:35]=5[N:40]([CH3:41])[S:42]([CH3:45])(=[O:44])=[O:43])[N:27]4[N:26]=3)=[C:20]([O:46][CH3:47])[CH:19]=2)[CH2:13][CH2:12]1)=[O:10]. The catalyst class is: 2. (2) Reactant: [OH-].[K+].C([O:5][C:6](=[O:27])[CH2:7][CH2:8][CH:9]1[CH2:14][CH2:13][CH2:12][CH2:11][N:10]1[S:15]([C:18]1[CH:23]=[C:22]([CH3:24])[C:21]([Cl:25])=[CH:20][C:19]=1[CH3:26])(=[O:17])=[O:16])C. Product: [Cl:25][C:21]1[C:22]([CH3:24])=[CH:23][C:18]([S:15]([N:10]2[CH2:11][CH2:12][CH2:13][CH2:14][CH:9]2[CH2:8][CH2:7][C:6]([OH:27])=[O:5])(=[O:16])=[O:17])=[C:19]([CH3:26])[CH:20]=1. The catalyst class is: 24. (3) Reactant: [C:1]1(=[O:10])[C:9]2[C:4](=[CH:5][CH:6]=[CH:7][CH:8]=2)[CH2:3][CH2:2]1.[OH-].[Na+].[CH2:13]([O:19][C:20]1[CH:27]=[CH:26][C:23]([CH:24]=O)=[CH:22][CH:21]=1)[CH2:14][CH2:15][CH2:16][CH2:17][CH3:18]. Product: [CH2:13]([O:19][C:20]1[CH:27]=[CH:26][C:23]([CH:24]=[C:2]2[CH2:3][C:4]3[C:9](=[CH:8][CH:7]=[CH:6][CH:5]=3)[C:1]2=[O:10])=[CH:22][CH:21]=1)[CH2:14][CH2:15][CH2:16][CH2:17][CH3:18]. The catalyst class is: 40. (4) Product: [CH2:8]([NH:18][CH2:17][CH2:16][C:10]1[CH:15]=[CH:14][CH:13]=[CH:12][CH:11]=1)[CH2:7][C:1]1[CH:6]=[CH:5][CH:4]=[CH:3][CH:2]=1. The catalyst class is: 1. Reactant: [C:1]1([CH2:7][CH:8]=O)[CH:6]=[CH:5][CH:4]=[CH:3][CH:2]=1.[C:10]1([CH2:16][CH2:17][NH2:18])[CH:15]=[CH:14][CH:13]=[CH:12][CH:11]=1.C(O[BH-](OC(=O)C)OC(=O)C)(=O)C.[Na+]. (5) Reactant: [OH:1][CH2:2][C:3]([F:9])([F:8])[S:4]([O-:7])(=[O:6])=[O:5].[Na+].O.[Cl-].[C:13]1([S+:19]([C:26]2[CH:31]=[CH:30][CH:29]=[CH:28][CH:27]=2)[C:20]2[CH:25]=[CH:24][CH:23]=[CH:22][CH:21]=2)[CH:18]=[CH:17][CH:16]=[CH:15][CH:14]=1. Product: [OH:1][CH2:2][C:3]([F:9])([F:8])[S:4]([O-:7])(=[O:6])=[O:5].[C:26]1([S+:19]([C:13]2[CH:14]=[CH:15][CH:16]=[CH:17][CH:18]=2)[C:20]2[CH:25]=[CH:24][CH:23]=[CH:22][CH:21]=2)[CH:27]=[CH:28][CH:29]=[CH:30][CH:31]=1. The catalyst class is: 22. (6) Reactant: [CH3:1][C:2]([CH3:7])([CH2:5][NH2:6])[CH2:3][NH2:4].[C:8](#[N:11])[CH:9]=[CH2:10]. Product: [NH2:4][CH2:3][C:2]([CH3:7])([CH3:1])[CH2:5][NH:6][CH2:10][CH2:9][C:8]#[N:11]. The catalyst class is: 8.